This data is from NCI-60 drug combinations with 297,098 pairs across 59 cell lines. The task is: Regression. Given two drug SMILES strings and cell line genomic features, predict the synergy score measuring deviation from expected non-interaction effect. (1) Drug 1: C1=NC2=C(N=C(N=C2N1C3C(C(C(O3)CO)O)O)F)N. Drug 2: B(C(CC(C)C)NC(=O)C(CC1=CC=CC=C1)NC(=O)C2=NC=CN=C2)(O)O. Cell line: TK-10. Synergy scores: CSS=69.5, Synergy_ZIP=-2.59, Synergy_Bliss=-4.44, Synergy_Loewe=-8.01, Synergy_HSA=-1.23. (2) Drug 1: COC1=C2C(=CC3=C1OC=C3)C=CC(=O)O2. Drug 2: CC12CCC3C(C1CCC2OP(=O)(O)O)CCC4=C3C=CC(=C4)OC(=O)N(CCCl)CCCl.[Na+]. Cell line: CAKI-1. Synergy scores: CSS=-5.94, Synergy_ZIP=2.06, Synergy_Bliss=1.18, Synergy_Loewe=-8.77, Synergy_HSA=-7.69. (3) Cell line: HOP-62. Drug 1: CC12CCC3C(C1CCC2=O)CC(=C)C4=CC(=O)C=CC34C. Synergy scores: CSS=16.7, Synergy_ZIP=3.57, Synergy_Bliss=2.13, Synergy_Loewe=-33.6, Synergy_HSA=-0.396. Drug 2: CN(C)N=NC1=C(NC=N1)C(=O)N. (4) Drug 1: CC12CCC3C(C1CCC2=O)CC(=C)C4=CC(=O)C=CC34C. Drug 2: C1CC(C1)(C(=O)O)C(=O)O.[NH2-].[NH2-].[Pt+2]. Cell line: HS 578T. Synergy scores: CSS=60.1, Synergy_ZIP=-0.491, Synergy_Bliss=3.02, Synergy_Loewe=3.90, Synergy_HSA=4.29. (5) Synergy scores: CSS=36.8, Synergy_ZIP=-4.56, Synergy_Bliss=4.42, Synergy_Loewe=-4.82, Synergy_HSA=3.71. Drug 1: CC1C(C(CC(O1)OC2CC(CC3=C2C(=C4C(=C3O)C(=O)C5=C(C4=O)C(=CC=C5)OC)O)(C(=O)C)O)N)O.Cl. Drug 2: CS(=O)(=O)CCNCC1=CC=C(O1)C2=CC3=C(C=C2)N=CN=C3NC4=CC(=C(C=C4)OCC5=CC(=CC=C5)F)Cl. Cell line: OVCAR-8. (6) Drug 1: C1=CN(C(=O)N=C1N)C2C(C(C(O2)CO)O)O.Cl. Drug 2: C1=CN(C=N1)CC(O)(P(=O)(O)O)P(=O)(O)O. Cell line: COLO 205. Synergy scores: CSS=44.4, Synergy_ZIP=1.39, Synergy_Bliss=-1.07, Synergy_Loewe=-17.7, Synergy_HSA=-1.66. (7) Drug 1: C1CCC(CC1)NC(=O)N(CCCl)N=O. Drug 2: C1=NC2=C(N1)C(=S)N=C(N2)N. Cell line: SNB-19. Synergy scores: CSS=22.1, Synergy_ZIP=-1.74, Synergy_Bliss=-5.68, Synergy_Loewe=-13.3, Synergy_HSA=-4.25. (8) Drug 1: COC1=CC(=CC(=C1O)OC)C2C3C(COC3=O)C(C4=CC5=C(C=C24)OCO5)OC6C(C(C7C(O6)COC(O7)C8=CC=CS8)O)O. Drug 2: CC1=C(C=C(C=C1)NC(=O)C2=CC=C(C=C2)CN3CCN(CC3)C)NC4=NC=CC(=N4)C5=CN=CC=C5. Cell line: NCI-H322M. Synergy scores: CSS=5.14, Synergy_ZIP=-2.34, Synergy_Bliss=-0.686, Synergy_Loewe=-1.80, Synergy_HSA=-0.0738. (9) Drug 1: CC1CCC2CC(C(=CC=CC=CC(CC(C(=O)C(C(C(=CC(C(=O)CC(OC(=O)C3CCCCN3C(=O)C(=O)C1(O2)O)C(C)CC4CCC(C(C4)OC)O)C)C)O)OC)C)C)C)OC. Drug 2: C1CCC(C(C1)N)N.C(=O)(C(=O)[O-])[O-].[Pt+4]. Cell line: SN12C. Synergy scores: CSS=29.8, Synergy_ZIP=-4.41, Synergy_Bliss=5.63, Synergy_Loewe=5.59, Synergy_HSA=7.08.